This data is from Full USPTO retrosynthesis dataset with 1.9M reactions from patents (1976-2016). The task is: Predict the reactants needed to synthesize the given product. Given the product [Br:14][CH2:10][C:8]1[CH:7]=[CH:6][CH:5]=[C:4]([O:3][CH:2]([F:12])[F:1])[N:9]=1, predict the reactants needed to synthesize it. The reactants are: [F:1][CH:2]([F:12])[O:3][C:4]1[N:9]=[C:8]([CH2:10]O)[CH:7]=[CH:6][CH:5]=1.C(Br)(Br)(Br)[Br:14].C1C=CC(P(C2C=CC=CC=2)C2C=CC=CC=2)=CC=1.